Dataset: Forward reaction prediction with 1.9M reactions from USPTO patents (1976-2016). Task: Predict the product of the given reaction. (1) Given the reactants C[O:2][C:3](=[O:31])[C:4]([NH:7][C:8]([C:10]1[S:14][C:13]2[CH:15]=[CH:16][C:17]([F:19])=[CH:18][C:12]=2[C:11]=1[O:20][CH2:21][C:22]1[S:23][C:24]2[CH:30]=[CH:29][CH:28]=[CH:27][C:25]=2[N:26]=1)=[O:9])([CH3:6])[CH3:5].Cl, predict the reaction product. The product is: [S:23]1[C:24]2[CH:30]=[CH:29][CH:28]=[CH:27][C:25]=2[N:26]=[C:22]1[CH2:21][O:20][C:11]1[C:12]2[CH:18]=[C:17]([F:19])[CH:16]=[CH:15][C:13]=2[S:14][C:10]=1[C:8]([NH:7][C:4]([CH3:6])([CH3:5])[C:3]([OH:31])=[O:2])=[O:9]. (2) Given the reactants [F:1][C:2]1[CH:3]=[C:4]([N:25]2[CH2:29][C@H:28]([C:30]([NH2:32])=[O:31])[O:27][C:26]2=[O:33])[CH:5]=[CH:6][C:7]=1[N:8]1[CH2:13][CH2:12][N:11]([C:14](=[O:24])[CH2:15][O:16]CC2C=CC=CC=2)[CH2:10][CH2:9]1.[H][H], predict the reaction product. The product is: [F:1][C:2]1[CH:3]=[C:4]([N:25]2[CH2:29][C@H:28]([C:30]([NH2:32])=[O:31])[O:27][C:26]2=[O:33])[CH:5]=[CH:6][C:7]=1[N:8]1[CH2:9][CH2:10][N:11]([C:14](=[O:24])[CH2:15][OH:16])[CH2:12][CH2:13]1. (3) Given the reactants [CH2:1]([O:8][C:9]1[CH:38]=[CH:37][C:12]([O:13][C:14]2[CH:22]=[CH:21][C:17]([C:18](Cl)=[O:19])=[CH:16][C:15]=2[NH:23][C:24]2[C:25]3[CH:33]=[CH:32][C:31]([CH:34]([CH3:36])[CH3:35])=[N:30][C:26]=3[N:27]=[CH:28][N:29]=2)=[CH:11][CH:10]=1)[C:2]1[CH:7]=[CH:6][CH:5]=[CH:4][CH:3]=1.[F:39][C:40]1[CH:41]=[C:42]([NH2:46])[CH:43]=[CH:44][CH:45]=1, predict the reaction product. The product is: [CH2:1]([O:8][C:9]1[CH:38]=[CH:37][C:12]([O:13][C:14]2[CH:22]=[CH:21][C:17]([C:18]([NH:46][C:42]3[CH:43]=[CH:44][CH:45]=[C:40]([F:39])[CH:41]=3)=[O:19])=[CH:16][C:15]=2[NH:23][C:24]2[C:25]3[CH:33]=[CH:32][C:31]([CH:34]([CH3:36])[CH3:35])=[N:30][C:26]=3[N:27]=[CH:28][N:29]=2)=[CH:11][CH:10]=1)[C:2]1[CH:7]=[CH:6][CH:5]=[CH:4][CH:3]=1. (4) Given the reactants [CH3:1][O:2][C:3]1[CH:22]=[CH:21][C:6]([CH2:7][C@@H:8]2[C:12]3=[N:13][C:14]4[CH:19]=[CH:18][CH:17]=[CH:16][C:15]=4[N:11]3[C:10](=[O:20])[NH:9]2)=[CH:5][CH:4]=1.[Cl:23][C:24]1[CH:29]=[CH:28][C:27]([CH2:30][CH2:31][NH2:32])=[CH:26][CH:25]=1.C(O)(C(F)(F)F)=O, predict the reaction product. The product is: [NH:13]1[C:14]2[CH:19]=[CH:18][CH:17]=[CH:16][C:15]=2[N:11]=[C:12]1[C@H:8]([NH:9][C:10]([NH:32][CH2:31][CH2:30][C:27]1[CH:28]=[CH:29][C:24]([Cl:23])=[CH:25][CH:26]=1)=[O:20])[CH2:7][C:6]1[CH:21]=[CH:22][C:3]([O:2][CH3:1])=[CH:4][CH:5]=1. (5) The product is: [CH3:12][C:8]1[N:9]=[C:10]([CH3:11])[N:6]2[C:7]=1[C:2]([NH:21][CH2:22][CH2:23][NH:24][C:25]1[CH:32]=[CH:31][C:28]([C:29]#[N:30])=[CH:27][N:26]=1)=[N:3][C:4]([C:13]1[CH:18]=[CH:17][CH:16]=[CH:15][CH:14]=1)=[N:5]2. Given the reactants Cl[C:2]1[C:7]2=[C:8]([CH3:12])[N:9]=[C:10]([CH3:11])[N:6]2[N:5]=[C:4]([C:13]2[CH:18]=[CH:17][CH:16]=[CH:15][CH:14]=2)[N:3]=1.Cl.Cl.[NH2:21][CH2:22][CH2:23][NH:24][C:25]1[CH:32]=[CH:31][C:28]([C:29]#[N:30])=[CH:27][N:26]=1.C(N(CC)C(C)C)(C)C, predict the reaction product. (6) Given the reactants F[C:2]1[CH:7]=[C:6]([C:8]2[CH:13]=[C:12]([NH:14][CH2:15][C@H:16]([OH:23])[C:17]3[CH:22]=[CH:21][CH:20]=[CH:19][CH:18]=3)[N:11]=[CH:10][N:9]=2)[CH:5]=[CH:4][C:3]=1[C:24](=O)[CH3:25].Cl.[NH2:28][OH:29].[OH-].[K+].C(O)(C)C, predict the reaction product. The product is: [CH3:25][C:24]1[C:3]2[CH:4]=[CH:5][C:6]([C:8]3[N:9]=[CH:10][N:11]=[C:12]([NH:14][CH2:15][C@@H:16]([C:17]4[CH:22]=[CH:21][CH:20]=[CH:19][CH:18]=4)[OH:23])[CH:13]=3)=[CH:7][C:2]=2[O:29][N:28]=1.